Dataset: Peptide-MHC class II binding affinity with 134,281 pairs from IEDB. Task: Regression. Given a peptide amino acid sequence and an MHC pseudo amino acid sequence, predict their binding affinity value. This is MHC class II binding data. (1) The peptide sequence is AAATAGTTVYGAFAQ. The MHC is HLA-DQA10401-DQB10402 with pseudo-sequence HLA-DQA10401-DQB10402. The binding affinity (normalized) is 0.0321. (2) The binding affinity (normalized) is 0.405. The peptide sequence is VTYALNTITNLKVQLKK. The MHC is HLA-DQA10501-DQB10402 with pseudo-sequence HLA-DQA10501-DQB10402. (3) The peptide sequence is TFTVEKGSNEKHLAV. The MHC is DRB3_0202 with pseudo-sequence DRB3_0202. The binding affinity (normalized) is 0.0296. (4) The peptide sequence is EGPEEHEILNDSGET. The MHC is HLA-DQA10501-DQB10302 with pseudo-sequence HLA-DQA10501-DQB10302. The binding affinity (normalized) is 0. (5) The peptide sequence is RGNHYAFVGVMYNLW. The MHC is DRB1_0301 with pseudo-sequence DRB1_0301. The binding affinity (normalized) is 0.480. (6) The peptide sequence is GAQLGELYYAIYKAS. The binding affinity (normalized) is 0.582. The MHC is DRB5_0101 with pseudo-sequence DRB5_0101. (7) The peptide sequence is DKKCIEWEKAQHGAC. The MHC is DRB1_0301 with pseudo-sequence DRB1_0301. The binding affinity (normalized) is 0.366. (8) The peptide sequence is EADYSQIPISINYRT. The binding affinity (normalized) is 0.151. The MHC is HLA-DPA10201-DPB10501 with pseudo-sequence HLA-DPA10201-DPB10501.